This data is from Peptide-MHC class I binding affinity with 185,985 pairs from IEDB/IMGT. The task is: Regression. Given a peptide amino acid sequence and an MHC pseudo amino acid sequence, predict their binding affinity value. This is MHC class I binding data. (1) The peptide sequence is QIFNEDTSY. The MHC is HLA-A11:01 with pseudo-sequence HLA-A11:01. The binding affinity (normalized) is 0.603. (2) The peptide sequence is AVDWYQQRI. The MHC is HLA-A24:03 with pseudo-sequence HLA-A24:03. The binding affinity (normalized) is 0.0847. (3) The peptide sequence is TIKRRIRQL. The MHC is HLA-A11:01 with pseudo-sequence HLA-A11:01. The binding affinity (normalized) is 0.0847. (4) The peptide sequence is SVVQKPVDVK. The MHC is HLA-A11:01 with pseudo-sequence HLA-A11:01. The binding affinity (normalized) is 0.632. (5) The peptide sequence is SSAHKCIDTNV. The MHC is Mamu-A01 with pseudo-sequence Mamu-A01. The binding affinity (normalized) is 0. (6) The peptide sequence is AAYYFMKFRR. The MHC is HLA-A03:01 with pseudo-sequence HLA-A03:01. The binding affinity (normalized) is 0.259. (7) The peptide sequence is FPNITNLCPF. The MHC is Mamu-A2201 with pseudo-sequence Mamu-A2201. The binding affinity (normalized) is 0.872.